From a dataset of Full USPTO retrosynthesis dataset with 1.9M reactions from patents (1976-2016). Predict the reactants needed to synthesize the given product. Given the product [CH:1]1([C:7]2[CH:25]=[CH:24][C:10]([CH2:11][N:12]([C:13]3[CH:22]=[CH:21][C:16]([C:17]([O:19][CH3:20])=[O:18])=[C:15]([OH:23])[CH:14]=3)[C:37](=[O:38])[C:36]3[CH:35]=[CH:34][C:33]([O:26][C:27]4[CH:32]=[CH:31][CH:30]=[CH:29][CH:28]=4)=[CH:41][CH:40]=3)=[CH:9][CH:8]=2)[CH2:6][CH2:5][CH2:4][CH2:3][CH2:2]1, predict the reactants needed to synthesize it. The reactants are: [CH:1]1([C:7]2[CH:25]=[CH:24][C:10]([CH2:11][NH:12][C:13]3[CH:22]=[CH:21][C:16]([C:17]([O:19][CH3:20])=[O:18])=[C:15]([OH:23])[CH:14]=3)=[CH:9][CH:8]=2)[CH2:6][CH2:5][CH2:4][CH2:3][CH2:2]1.[O:26]([C:33]1[CH:41]=[CH:40][C:36]([C:37](Cl)=[O:38])=[CH:35][CH:34]=1)[C:27]1[CH:32]=[CH:31][CH:30]=[CH:29][CH:28]=1.